From a dataset of Peptide-MHC class II binding affinity with 134,281 pairs from IEDB. Regression. Given a peptide amino acid sequence and an MHC pseudo amino acid sequence, predict their binding affinity value. This is MHC class II binding data. (1) The peptide sequence is VERLKRMAISGDDCVVK. The MHC is DRB1_0301 with pseudo-sequence DRB1_0301. The binding affinity (normalized) is 0.463. (2) The peptide sequence is YAFVGVMYNLWKMKTK. The MHC is HLA-DQA10102-DQB10501 with pseudo-sequence HLA-DQA10102-DQB10501. The binding affinity (normalized) is 0.703. (3) The peptide sequence is NCNIAPLMVAYMLER. The MHC is DRB1_1101 with pseudo-sequence DRB1_1101. The binding affinity (normalized) is 0.340. (4) The peptide sequence is KFPELGMNPSHCNEM. The MHC is DRB1_1602 with pseudo-sequence DRB1_1602. The binding affinity (normalized) is 0.0207. (5) The MHC is HLA-DQA10102-DQB10502 with pseudo-sequence HLA-DQA10102-DQB10502. The peptide sequence is LALVGFLGGLITGIS. The binding affinity (normalized) is 0. (6) The peptide sequence is TWQGGSGMASHIIYE. The MHC is HLA-DPA10201-DPB11401 with pseudo-sequence HLA-DPA10201-DPB11401. The binding affinity (normalized) is 0. (7) The peptide sequence is IHRIRTLIGQEKYTDHHHHHH. The MHC is DRB5_0101 with pseudo-sequence DRB5_0101. The binding affinity (normalized) is 0.797. (8) The peptide sequence is ERVLDCRTAFKPVLV. The MHC is DRB1_0801 with pseudo-sequence QEFFIASGAAVDAIMESGFDYYSFDRLTYHVGFT. The binding affinity (normalized) is 0.595. (9) The peptide sequence is SACLSPQAYQQGVTVDSIGMLPRFIPENQRTVAVY. The MHC is DRB1_0301 with pseudo-sequence DRB1_0301. The binding affinity (normalized) is 0.471.